Task: Predict the product of the given reaction.. Dataset: Forward reaction prediction with 1.9M reactions from USPTO patents (1976-2016) (1) The product is: [F:1][C:2]1[CH:7]=[CH:6][C:5]([CH:8]([C:10]2[NH:35][C:12](/[CH:15]=[CH:16]/[C:17]3[CH:22]=[CH:21][C:20]([N:23]4[CH:27]=[C:26]([CH3:28])[N:25]=[CH:24]4)=[C:19]([O:29][CH3:30])[CH:18]=3)=[N:13][N:14]=2)[CH3:9])=[CH:4][CH:3]=1. Given the reactants [F:1][C:2]1[CH:7]=[CH:6][C:5]([CH:8]([C:10]2O[C:12](/[CH:15]=[CH:16]/[C:17]3[CH:22]=[CH:21][C:20]([N:23]4[CH:27]=[C:26]([CH3:28])[N:25]=[CH:24]4)=[C:19]([O:29][CH3:30])[CH:18]=3)=[N:13][N:14]=2)[CH3:9])=[CH:4][CH:3]=1.C([O-])(=O)C.[NH4+:35], predict the reaction product. (2) Given the reactants [F:1][C:2]1[CH:3]=[N:4][CH:5]=[C:6]([OH:8])[CH:7]=1.[H-].[Na+].Br[CH2:12][C:13]1[CH:22]=[CH:21][C:20]([Cl:23])=[CH:19][C:14]=1[C:15]([O:17][CH3:18])=[O:16], predict the reaction product. The product is: [Cl:23][C:20]1[CH:21]=[CH:22][C:13]([CH2:12][O:8][C:6]2[CH:5]=[N:4][CH:3]=[C:2]([F:1])[CH:7]=2)=[C:14]([CH:19]=1)[C:15]([O:17][CH3:18])=[O:16]. (3) Given the reactants [Cl:1][C:2]1[N:7]=[C:6]([NH:8][CH3:9])[C:5]2[C:10]([C:13]([O:15][CH3:16])=[O:14])=[N:11][NH:12][C:4]=2[CH:3]=1.[Br:17][C:18]1[CH:19]=[C:20](B(O)O)[CH:21]=[CH:22][CH:23]=1, predict the reaction product. The product is: [Br:17][C:18]1[CH:23]=[C:22]([N:12]2[C:4]3[CH:3]=[C:2]([Cl:1])[N:7]=[C:6]([NH:8][CH3:9])[C:5]=3[C:10]([C:13]([O:15][CH3:16])=[O:14])=[N:11]2)[CH:21]=[CH:20][CH:19]=1. (4) The product is: [NH2:6][C:7]1[C:12]2[C:13]([C:16]3[CH:17]=[CH:18][C:19]([NH:22][C:23]([NH:25][C:26]4[CH:31]=[CH:30][CH:29]=[C:28]([F:32])[CH:27]=4)=[O:24])=[CH:20][CH:21]=3)=[CH:14][S:15][C:11]=2[C:10]([C:33]2[CH:34]=[N:35][N:36]([CH2:38][CH2:39][OH:40])[CH:37]=2)=[CH:9][N:8]=1.[S:1](=[O:3])(=[O:2])([OH:5])[OH:4]. Given the reactants [S:1]([OH:5])([OH:4])(=[O:3])=[O:2].[NH2:6][C:7]1[C:12]2[C:13]([C:16]3[CH:21]=[CH:20][C:19]([NH:22][C:23]([NH:25][C:26]4[CH:31]=[CH:30][CH:29]=[C:28]([F:32])[CH:27]=4)=[O:24])=[CH:18][CH:17]=3)=[CH:14][S:15][C:11]=2[C:10]([C:33]2[CH:34]=[N:35][N:36]([CH2:38][CH2:39][OH:40])[CH:37]=2)=[CH:9][N:8]=1, predict the reaction product. (5) Given the reactants [NH2:1][C:2]1[N:7]=[CH:6][C:5](Br)=[CH:4][N:3]=1.CC(C1C=C(C(C)C)C(C2C=CC=CC=2P(C2CCCCC2)C2CCCCC2)=C(C(C)C)C=1)C.[Cl-].[C:44]([O:48][C:49](=[O:52])[CH2:50][Zn+])([CH3:47])([CH3:46])[CH3:45], predict the reaction product. The product is: [NH2:1][C:2]1[N:7]=[CH:6][C:5]([CH2:50][C:49]([O:48][C:44]([CH3:47])([CH3:46])[CH3:45])=[O:52])=[CH:4][N:3]=1. (6) Given the reactants [C:1]([NH:9][C:10]1[CH:15]=[CH:14][C:13]([C:16]2[CH:24]=[C:23]3[C:19]([CH2:20][N:21]([C@@H:26]([CH:31]([CH3:33])[CH3:32])[C:27]([O:29][CH3:30])=[O:28])[C:22]3=[O:25])=[CH:18][CH:17]=2)=[CH:12][CH:11]=1)(=[O:8])[C:2]1[CH:7]=[CH:6][CH:5]=[CH:4][CH:3]=1.NC1C=[CH:39][C:38]([C:41]2C=[C:39]3[C:38]([CH2:41]N([C@@H](C(C)C)C(OC)=O)C3=O)=[CH:37]C=2)=[CH:37]C=1.C(C1C=CC(C(Cl)=O)=CC=1)(C)(C)C, predict the reaction product. The product is: [C:38]([C:5]1[CH:4]=[CH:3][C:2]([C:1]([NH:9][C:10]2[CH:11]=[CH:12][C:13]([C:16]3[CH:24]=[C:23]4[C:19]([CH2:20][N:21]([C@@H:26]([CH:31]([CH3:33])[CH3:32])[C:27]([O:29][CH3:30])=[O:28])[C:22]4=[O:25])=[CH:18][CH:17]=3)=[CH:14][CH:15]=2)=[O:8])=[CH:7][CH:6]=1)([CH3:41])([CH3:39])[CH3:37].